Dataset: Catalyst prediction with 721,799 reactions and 888 catalyst types from USPTO. Task: Predict which catalyst facilitates the given reaction. (1) Reactant: [C:1]([O:5][C:6]([N:8]1[C:16]2[C:11](=[CH:12][CH:13]=[CH:14][CH:15]=2)[CH:10]=[C:9]1[C:17]1[CH:22]=[C:21]([C:23]2[CH:28]=[C:27]([O:29][CH3:30])[C:26]([O:31][CH2:32][O:33][CH2:34][CH2:35][Si:36]([CH3:39])([CH3:38])[CH3:37])=[C:25]([CH:40]=O)[CH:24]=2)[N:20]=[N:19][C:18]=1[O:42][CH3:43])=[O:7])([CH3:4])([CH3:3])[CH3:2].CN.C(O)(=O)C.[C:50]([BH3-])#[N:51].[Na+]. Product: [C:1]([O:5][C:6]([N:8]1[C:16]2[C:11](=[CH:12][CH:13]=[CH:14][CH:15]=2)[CH:10]=[C:9]1[C:17]1[CH:22]=[C:21]([C:23]2[CH:24]=[C:25]([CH2:40][NH:51][CH3:50])[C:26]([O:31][CH2:32][O:33][CH2:34][CH2:35][Si:36]([CH3:38])([CH3:37])[CH3:39])=[C:27]([O:29][CH3:30])[CH:28]=2)[N:20]=[N:19][C:18]=1[O:42][CH3:43])=[O:7])([CH3:4])([CH3:2])[CH3:3]. The catalyst class is: 92. (2) Reactant: [Cl:1][C:2]1[CH:3]=[C:4]([C:14]2([OH:21])[CH2:17][CH:16]([C:18](O)=[O:19])[CH2:15]2)[CH:5]=[CH:6][C:7]=1[CH2:8][N:9]1[CH2:13][CH2:12][CH2:11][CH2:10]1.Cl.[CH3:23][NH:24][CH2:25][CH:26]1[CH2:31][CH2:30][O:29][CH2:28][CH2:27]1.C(N(CC)CC)C.C(P1(=O)OP(CCC)(=O)OP(CCC)(=O)O1)CC.[OH-].[Na+]. Product: [CH3:23][N:24]([CH2:25][CH:26]1[CH2:31][CH2:30][O:29][CH2:28][CH2:27]1)[C:18]([CH:16]1[CH2:15][C:14]([C:4]2[CH:5]=[CH:6][C:7]([CH2:8][N:9]3[CH2:10][CH2:11][CH2:12][CH2:13]3)=[C:2]([Cl:1])[CH:3]=2)([OH:21])[CH2:17]1)=[O:19]. The catalyst class is: 25. (3) Reactant: [C:1]([CH:5]([OH:7])[OH:6])([F:4])([F:3])Cl.Br[CH2:9][CH2:10]O.[Cl-:12].[Ca+2].[Cl-].C(=O)([O-])[O-].[K+].[K+]. Product: [Cl:12][C:5]1([CH:1]([F:4])[F:3])[O:7][CH2:10][CH2:9][O:6]1. The catalyst class is: 21. (4) Reactant: Cl[CH2:2][C:3]1[N:7]2[C:8](=[O:21])[CH:9]=[C:10]([CH2:12][O:13][C:14]3[CH:19]=[CH:18][C:17]([F:20])=[CH:16][CH:15]=3)[N:11]=[C:6]2[S:5][C:4]=1[CH3:22].[C:23](=[O:26])([O-])[O-:24].[K+].[K+].[CH3:29]O. Product: [F:20][C:17]1[CH:18]=[CH:19][C:14]([O:13][CH2:12][C:10]2[N:11]=[C:6]3[S:5][C:4]([CH3:22])=[C:3]([CH2:2][C:23]([O:24][CH3:29])=[O:26])[N:7]3[C:8](=[O:21])[CH:9]=2)=[CH:15][CH:16]=1. The catalyst class is: 140. (5) Reactant: [H-].[Na+].[F:3][C:4]1[CH:5]=[C:6]2[C:10](=[CH:11][CH:12]=1)[CH2:9][CH:8]([NH:13][C:14](=[O:35])/[C:15](=[CH:20]/[C:21]1[CH:26]=[CH:25][C:24]([N:27]3[CH:31]=[C:30]([CH3:32])[N:29]=[CH:28]3)=[C:23]([O:33][CH3:34])[CH:22]=1)/[CH2:16][CH2:17][CH2:18]Cl)[CH2:7]2.C(=O)(O)[O-].[Na+].C(OCC)(=O)C. Product: [F:3][C:4]1[CH:5]=[C:6]2[C:10](=[CH:11][CH:12]=1)[CH2:9][CH:8]([N:13]1[CH2:18][CH2:17][CH2:16]/[C:15](=[CH:20]\[C:21]3[CH:26]=[CH:25][C:24]([N:27]4[CH:31]=[C:30]([CH3:32])[N:29]=[CH:28]4)=[C:23]([O:33][CH3:34])[CH:22]=3)/[C:14]1=[O:35])[CH2:7]2. The catalyst class is: 3. (6) Reactant: [CH3:1][CH:2]1[CH2:6][CH2:5][CH2:4][N:3]1[C:7]1[N:12]=[C:11]([NH:13][C:14]2[C:15]3[N:16]([CH:30]=[CH:31][N:32]=3)[N:17]=[C:18]([C:20]3[CH:29]=[CH:28][C:23]([C:24]([O:26]C)=[O:25])=[CH:22][CH:21]=3)[CH:19]=2)[CH:10]=[CH:9][CH:8]=1.[OH-].[Na+]. Product: [CH3:1][CH:2]1[CH2:6][CH2:5][CH2:4][N:3]1[C:7]1[N:12]=[C:11]([NH:13][C:14]2[C:15]3[N:16]([CH:30]=[CH:31][N:32]=3)[N:17]=[C:18]([C:20]3[CH:29]=[CH:28][C:23]([C:24]([OH:26])=[O:25])=[CH:22][CH:21]=3)[CH:19]=2)[CH:10]=[CH:9][CH:8]=1. The catalyst class is: 38. (7) Reactant: [CH3:1][O:2][C:3](=[O:13])[C:4]([C:6]1[CH:11]=[CH:10][C:9]([Cl:12])=[CH:8][CH:7]=1)=[O:5].[BH4-].[Na+]. Product: [CH3:1][O:2][C:3](=[O:13])[CH:4]([OH:5])[C:6]1[CH:11]=[CH:10][C:9]([Cl:12])=[CH:8][CH:7]=1. The catalyst class is: 5. (8) Reactant: [CH:1](O)=[O:2].[CH3:4][O:5][C:6]([C:8]1([NH2:20])[CH2:12][CH2:11][N:10]([C:13]([O:15][C:16]([CH3:19])([CH3:18])[CH3:17])=[O:14])[CH2:9]1)=[O:7].ClC1N=C(OC)N=C(OC)N=1.CN1CCOCC1. The catalyst class is: 142. Product: [CH3:4][O:5][C:6]([C:8]1([NH:20][CH:1]=[O:2])[CH2:12][CH2:11][N:10]([C:13]([O:15][C:16]([CH3:17])([CH3:19])[CH3:18])=[O:14])[CH2:9]1)=[O:7]. (9) Reactant: [CH3:1][N:2]1[C:11]2[CH:10]=[C:9]([CH:12]=C)[CH:8]=[CH:7][C:6]=2[C:5]2=[N:14][O:15][C:16]([C:17]3[O:21][N:20]=[C:19]([C:22]4[CH:27]=[CH:26][CH:25]=[CH:24][CH:23]=4)[C:18]=3[C:28]([F:31])([F:30])[F:29])=[C:4]2[CH2:3]1.[O:32]=[O+][O-].C(N(CC)CC)C. Product: [CH3:1][N:2]1[C:11]2[CH:10]=[C:9]([CH:12]=[O:32])[CH:8]=[CH:7][C:6]=2[C:5]2=[N:14][O:15][C:16]([C:17]3[O:21][N:20]=[C:19]([C:22]4[CH:27]=[CH:26][CH:25]=[CH:24][CH:23]=4)[C:18]=3[C:28]([F:31])([F:30])[F:29])=[C:4]2[CH2:3]1. The catalyst class is: 4. (10) Reactant: [Si:1]([O:8][CH2:9][CH2:10][CH2:11][CH2:12][C:13]1[N:21]2[C:16]([C:17]([NH2:22])=[N:18][CH:19]=[N:20]2)=[CH:15][CH:14]=1)([C:4]([CH3:7])([CH3:6])[CH3:5])([CH3:3])[CH3:2].[Br:23]N1C(=O)C(C)(C)N(Br)C1=O. Product: [Br:23][C:15]1[CH:14]=[C:13]([CH2:12][CH2:11][CH2:10][CH2:9][O:8][Si:1]([C:4]([CH3:7])([CH3:5])[CH3:6])([CH3:2])[CH3:3])[N:21]2[C:16]=1[C:17]([NH2:22])=[N:18][CH:19]=[N:20]2. The catalyst class is: 7.